From a dataset of Catalyst prediction with 721,799 reactions and 888 catalyst types from USPTO. Predict which catalyst facilitates the given reaction. Reactant: [C:1](#[N:3])[CH3:2].C([Li])CCC.C[O:10][C:11]([CH:13]1[CH2:17][CH2:16][N:15]([C:18]([O:20][CH2:21][C:22]2[CH:27]=[CH:26][CH:25]=[CH:24][CH:23]=2)=[O:19])[CH2:14]1)=O.Cl. Product: [C:1]([CH2:2][C:11]([CH:13]1[CH2:17][CH2:16][N:15]([C:18]([O:20][CH2:21][C:22]2[CH:27]=[CH:26][CH:25]=[CH:24][CH:23]=2)=[O:19])[CH2:14]1)=[O:10])#[N:3]. The catalyst class is: 30.